Dataset: Full USPTO retrosynthesis dataset with 1.9M reactions from patents (1976-2016). Task: Predict the reactants needed to synthesize the given product. (1) Given the product [NH2:35][C:36]1[CH:37]=[CH:38][C:39]([C@H:42]2[CH2:46][CH2:45][CH:44]([CH2:47][C:48]([O:50][CH2:51][CH3:52])=[O:49])[CH2:43]2)=[CH:40][CH:41]=1, predict the reactants needed to synthesize it. The reactants are: NC1C=CC(C2CCC(C(OC)=O)C2)=CC=1.[N+](C1C=CC(C2CCC(C(OC)=O)C2)=CC=1)([O-])=O.[NH2:35][C:36]1[CH:41]=[CH:40][C:39]([C@H:42]2[CH2:46][CH2:45][C:44](=[CH:47][C:48]([O:50][CH2:51][CH3:52])=[O:49])[CH2:43]2)=[CH:38][CH:37]=1. (2) Given the product [CH:23]([N:18]1[C:17]([C:11]2[S:12][C:13]3[CH2:14][CH2:15][O:16][C:7]4[CH:6]=[C:5]([CH:3]5[CH2:4][N:1]([CH2:38][CH2:37][CH2:36][OH:35])[CH2:2]5)[CH:27]=[CH:26][C:8]=4[C:9]=3[N:10]=2)=[N:21][C:20]([CH3:22])=[N:19]1)([CH3:25])[CH3:24], predict the reactants needed to synthesize it. The reactants are: [NH:1]1[CH2:4][CH:3]([C:5]2[CH:27]=[CH:26][C:8]3[C:9]4[N:10]=[C:11]([C:17]5[N:18]([CH:23]([CH3:25])[CH3:24])[N:19]=[C:20]([CH3:22])[N:21]=5)[S:12][C:13]=4[CH2:14][CH2:15][O:16][C:7]=3[CH:6]=2)[CH2:2]1.[Si]([O:35][CH2:36][CH2:37][CH:38]=O)(C(C)(C)C)(C)C. (3) Given the product [NH2:7][C:8]1[CH:16]=[C:15]2[C:11]([C:12]([C:28]#[N:29])=[C:13]([C:19]3[CH:24]=[CH:23][C:22]([O:25][CH2:26][CH3:27])=[CH:21][CH:20]=3)[N:14]2[CH2:17][CH3:18])=[CH:10][CH:9]=1, predict the reactants needed to synthesize it. The reactants are: C(OC(=O)[NH:7][C:8]1[CH:16]=[C:15]2[C:11]([C:12]([C:28]#[N:29])=[C:13]([C:19]3[CH:24]=[CH:23][C:22]([O:25][CH2:26][CH3:27])=[CH:21][CH:20]=3)[N:14]2[CH2:17][CH3:18])=[CH:10][CH:9]=1)(C)(C)C.C(O)(C(F)(F)F)=O.C(Cl)Cl. (4) Given the product [Cl:27][C:10]1[N:11]=[N:12][C:13]([CH3:14])=[C:8]([C:5]2[CH:6]=[CH:7][C:2]([Cl:1])=[CH:3][CH:4]=2)[C:9]=1[C:16]1[C:21]([F:22])=[CH:20][CH:19]=[C:18]([F:23])[C:17]=1[F:24], predict the reactants needed to synthesize it. The reactants are: [Cl:1][C:2]1[CH:7]=[CH:6][C:5]([C:8]2[C:13]([CH3:14])=[N:12][NH:11][C:10](=O)[C:9]=2[C:16]2[C:21]([F:22])=[CH:20][CH:19]=[C:18]([F:23])[C:17]=2[F:24])=[CH:4][CH:3]=1.P(Cl)(Cl)([Cl:27])=O. (5) Given the product [CH3:18][O:17][C:14]1[CH:15]=[CH:16][C:11]([N:8]2[C:6]3[N:7]=[C:2]([NH:20][CH:21]4[CH2:25][N:24]([CH3:26])[C:23](=[O:27])[CH2:22]4)[N:3]=[CH:4][C:5]=3[N:10]=[N:9]2)=[CH:12][CH:13]=1, predict the reactants needed to synthesize it. The reactants are: Cl[C:2]1[N:3]=[CH:4][C:5]2[N:10]=[N:9][N:8]([C:11]3[CH:16]=[CH:15][C:14]([O:17][CH3:18])=[CH:13][CH:12]=3)[C:6]=2[N:7]=1.Cl.[NH2:20][CH:21]1[CH2:25][N:24]([CH3:26])[C:23](=[O:27])[CH2:22]1.C(N(C(C)C)C(C)C)C. (6) Given the product [C:25]([O:24][C:22](=[O:23])/[C:21](/[C:19]#[N:20])=[CH:11]/[NH:1][C:2]1[S:3][CH:4]=[CH:5][C:6]=1[C:7]([O:9][CH3:10])=[O:8])([CH3:28])([CH3:27])[CH3:26], predict the reactants needed to synthesize it. The reactants are: [NH2:1][C:2]1[S:3][CH:4]=[CH:5][C:6]=1[C:7]([O:9][CH3:10])=[O:8].[CH3:11]OC(OC)N(C)C.[C:19]([CH2:21][C:22]([O:24][C:25]([CH3:28])([CH3:27])[CH3:26])=[O:23])#[N:20]. (7) Given the product [CH:1]1([C@H:4]([C:6]2[CH:11]=[CH:10][CH:9]=[C:8]([CH:12]([CH3:14])[CH3:13])[C:7]=2[O:15][CH3:16])[CH3:5])[CH2:3][CH2:2]1, predict the reactants needed to synthesize it. The reactants are: [CH:1]1([C@H:4]([C:6]2[CH:11]=[CH:10][CH:9]=[C:8]([CH:12]([CH3:14])[CH3:13])[C:7]=2[OH:15])[CH3:5])[CH2:3][CH2:2]1.[C:16](=O)([O-])[O-].[K+].[K+].S(OC)(OC)(=O)=O. (8) Given the product [ClH:15].[Cl:15][CH2:11][N:8]1[CH:9]=[N:10][C:6]([C:2]([CH3:5])([CH3:1])[CH2:3][CH3:4])=[N:7]1, predict the reactants needed to synthesize it. The reactants are: [CH3:1][C:2]([C:6]1[N:10]=[CH:9][N:8]([CH2:11]O)[N:7]=1)([CH3:5])[CH2:3][CH3:4].S(Cl)([Cl:15])=O.